Dataset: Forward reaction prediction with 1.9M reactions from USPTO patents (1976-2016). Task: Predict the product of the given reaction. (1) Given the reactants [Cl:1][C:2]1[CH:3]=[C:4]2[C:10]([C:11]#[N:12])=[CH:9][N:8]([CH:13]3[CH2:16][CH2:15][CH2:14]3)[C:5]2=[CH:6][N:7]=1.[Li+].CC([N-]C(C)C)C.[CH2:25]([Sn:29](I)([CH2:34][CH2:35][CH2:36][CH3:37])[CH2:30][CH2:31][CH2:32][CH3:33])[CH2:26][CH2:27][CH3:28], predict the reaction product. The product is: [Cl:1][C:2]1[CH:3]=[C:4]2[C:10]([C:11]#[N:12])=[C:9]([Sn:29]([CH2:30][CH2:31][CH2:32][CH3:33])([CH2:34][CH2:35][CH2:36][CH3:37])[CH2:25][CH2:26][CH2:27][CH3:28])[N:8]([CH:13]3[CH2:14][CH2:15][CH2:16]3)[C:5]2=[CH:6][N:7]=1. (2) Given the reactants [CH3:1][C:2]1[NH:6][N:5]=[CH:4][C:3]=1[C:7]1[CH:12]=[CH:11][CH:10]=[CH:9][CH:8]=1.[Br:13]Br, predict the reaction product. The product is: [Br:13][C:4]1[C:3]([C:7]2[CH:8]=[CH:9][CH:10]=[CH:11][CH:12]=2)=[C:2]([CH3:1])[NH:6][N:5]=1. (3) The product is: [Br:1][C:2]1[CH:3]=[CH:4][C:5]([CH2:6][N:7]2[C:11]3[CH:12]=[CH:13][C:14]([O:16][CH2:17][C:18]4[CH:27]=[CH:26][C:25]5[C:20](=[CH:21][CH:22]=[CH:23][CH:24]=5)[N:19]=4)=[CH:15][C:10]=3[N:9]=[C:8]2[CH2:28][C:29]([CH3:30])([C:33]2[CH:32]=[CH:31][CH:43]=[CH:42][CH:41]=2)[C:34]([O:36][CH2:37][CH3:38])=[O:35])=[CH:39][CH:40]=1. Given the reactants [Br:1][C:2]1[CH:40]=[CH:39][C:5]([CH2:6][N:7]2[C:11]3[CH:12]=[CH:13][C:14]([O:16][CH2:17][C:18]4[CH:27]=[CH:26][C:25]5[C:20](=[CH:21][CH:22]=[CH:23][CH:24]=5)[N:19]=4)=[CH:15][C:10]=3[N:9]=[C:8]2[CH2:28][C:29]2([C:34]([O:36][CH2:37][CH3:38])=[O:35])[CH2:33][CH2:32][CH2:31][CH2:30]2)=[CH:4][CH:3]=1.[CH3:41][C:42]1(C2C=CC=CC=2)CC(=O)O[C:43]1=O, predict the reaction product.